Dataset: HIV replication inhibition screening data with 41,000+ compounds from the AIDS Antiviral Screen. Task: Binary Classification. Given a drug SMILES string, predict its activity (active/inactive) in a high-throughput screening assay against a specified biological target. The result is 0 (inactive). The molecule is COC(=O)C(=O)C(C(=O)C(=O)Nc1cccc(C(C)=O)c1)c1nc2ccccc2nc1O.